This data is from Forward reaction prediction with 1.9M reactions from USPTO patents (1976-2016). The task is: Predict the product of the given reaction. (1) Given the reactants [Cl:1][C:2]1[CH:7]=[CH:6][C:5]([C:8]2[S:12][C:11]([C:13]([O:15]C)=O)=[C:10](/[N:17]=[CH:18]/[N:19]([CH3:21])C)[CH:9]=2)=[CH:4][CH:3]=1.[N:22]1([C:28]2[CH:34]=[CH:33]C(N)=[CH:30][CH:29]=2)[CH2:27][CH2:26][O:25][CH2:24][CH2:23]1, predict the reaction product. The product is: [Cl:1][C:2]1[CH:3]=[CH:4][C:5]([C:8]2[S:12][C:11]3[C:13](=[O:15])[N:19]([C:21]4[CH:30]=[CH:29][C:28]([N:22]5[CH2:23][CH2:24][O:25][CH2:26][CH2:27]5)=[CH:34][CH:33]=4)[CH:18]=[N:17][C:10]=3[CH:9]=2)=[CH:6][CH:7]=1. (2) Given the reactants [Cl:1][CH2:2][CH2:3][C:4]1[CH:9]=[CH:8][C:7]([NH:10][C:11](=[O:13])[CH3:12])=[C:6]([CH3:14])[CH:5]=1.[CH2:15](I)[CH3:16], predict the reaction product. The product is: [Cl:1][CH2:2][CH2:3][C:4]1[CH:9]=[CH:8][C:7]([N:10]([CH2:15][CH3:16])[C:11](=[O:13])[CH3:12])=[C:6]([CH3:14])[CH:5]=1. (3) Given the reactants Br[C:2]1[CH:3]=[C:4]2[O:23][CH2:22][O:21][C:5]2=[C:6]2[C:15]=1[CH2:14][CH:13]1[CH:8]([CH2:9][CH2:10][CH2:11][N:12]1[C:16](=O)[CH2:17][CH3:18])[C:7]2=O.[H-].[H-].[H-].[H-].[Li+].[Al+3], predict the reaction product. The product is: [CH2:16]([N:12]1[CH2:11][CH2:10][CH2:9][C@H:8]2[C@@H:13]1[CH2:14][C:15]1[C:6]([CH2:7]2)=[C:5]2[O:21][CH2:22][O:23][C:4]2=[CH:3][CH:2]=1)[CH2:17][CH3:18]. (4) Given the reactants C([Mg]Cl)(C)C.Br[C:7]1[C:14]([O:15][CH3:16])=[CH:13][C:10]([C:11]#[N:12])=[CH:9][C:8]=1[O:17][CH3:18].C[O:20][B:21](OC)[O:22]C.Cl, predict the reaction product. The product is: [C:11]([C:10]1[CH:13]=[C:14]([O:15][CH3:16])[C:7]([B:21]([OH:22])[OH:20])=[C:8]([O:17][CH3:18])[CH:9]=1)#[N:12]. (5) Given the reactants ClC1N=C(O[C@@H]([C@H]2CNC(=O)C2)C)C2N(C(C)C)C=NC=2C=1.[CH3:23][O:24][C:25]1[CH:26]=[C:27]([C:33]2[N:38]=[C:37]([O:39][C@@H:40]([CH:42]3[CH2:46][NH:45][C:44](=[O:47])[CH2:43]3)[CH3:41])[C:36]3[N:48]([CH:51]([CH3:53])[CH3:52])[CH:49]=[N:50][C:35]=3[CH:34]=2)[CH:28]=[CH:29][C:30]=1[O:31][CH3:32], predict the reaction product. The product is: [CH3:23][O:24][C:25]1[CH:26]=[C:27]([C:33]2[N:38]=[C:37]([O:39][C@@H:40]([C@H:42]3[CH2:46][NH:45][C:44](=[O:47])[CH2:43]3)[CH3:41])[C:36]3[N:48]([CH:51]([CH3:53])[CH3:52])[CH:49]=[N:50][C:35]=3[CH:34]=2)[CH:28]=[CH:29][C:30]=1[O:31][CH3:32].